The task is: Predict the product of the given reaction.. This data is from Forward reaction prediction with 1.9M reactions from USPTO patents (1976-2016). Given the reactants C(Cl)(=O)C(Cl)=O.[CH3:7][C:8]1[C:9]([C:13]2[CH:21]=[CH:20][C:16]([C:17]([OH:19])=O)=[CH:15][C:14]=2[C:22]([F:25])([F:24])[F:23])=[CH:10][S:11][CH:12]=1.O[N:27]=[C:28]([C:30]1[CH:35]=[CH:34][CH:33]=[CH:32][C:31]=1[O:36][C:37]([F:40])([F:39])[F:38])[NH2:29].CCN(C(C)C)C(C)C, predict the reaction product. The product is: [CH3:7][C:8]1[C:9]([C:13]2[CH:21]=[CH:20][C:16]([C:17]3[O:19][N:29]=[C:28]([C:30]4[CH:35]=[CH:34][CH:33]=[CH:32][C:31]=4[O:36][C:37]([F:38])([F:39])[F:40])[N:27]=3)=[CH:15][C:14]=2[C:22]([F:25])([F:24])[F:23])=[CH:10][S:11][CH:12]=1.